This data is from Reaction yield outcomes from USPTO patents with 853,638 reactions. The task is: Predict the reaction yield, written as a fraction of the theoretical maximum amount of product (1.0 means a 100% yield; for example, 0.34 means a 34% yield). (1) The reactants are [CH3:1][O:2][C:3](=[O:14])[C:4]1[CH:9]=[CH:8][C:7]([N:10]([CH3:12])[CH3:11])=[C:6]([F:13])[CH:5]=1.Cl[CH2:16]Cl.C[O:19][S:20]([C:23]([F:26])([F:25])[F:24])(=[O:22])=[O:21]. The catalyst is C(OCC)C. The product is [F:24][C:23]([F:26])([F:25])[S:20]([O-:22])(=[O:21])=[O:19].[F:13][C:6]1[CH:5]=[C:4]([C:3]([O:2][CH3:1])=[O:14])[CH:9]=[CH:8][C:7]=1[N+:10]([CH3:16])([CH3:11])[CH3:12]. The yield is 0.800. (2) The yield is 0.540. The catalyst is CO.[Pd]. The reactants are C([O:8][C:9]1[CH:10]=[C:11]([C:15]2[CH:19]=[C:18]([NH:20]/[C:21](/[NH:35][C:36]([CH3:39])([CH3:38])[CH3:37])=[N:22]\[C:23](=[O:34])[C:24]3[CH:29]=[CH:28][C:27]([C:30]([F:33])([F:32])[F:31])=[CH:26][CH:25]=3)[NH:17][N:16]=2)[CH:12]=[CH:13][CH:14]=1)C1C=CC=CC=1.[H][H]. The product is [C:36]([NH:35]/[C:21](/[NH:20][C:18]1[NH:17][N:16]=[C:15]([C:11]2[CH:12]=[CH:13][CH:14]=[C:9]([OH:8])[CH:10]=2)[CH:19]=1)=[N:22]/[C:23](=[O:34])[C:24]1[CH:25]=[CH:26][C:27]([C:30]([F:32])([F:33])[F:31])=[CH:28][CH:29]=1)([CH3:39])([CH3:37])[CH3:38]. (3) The reactants are [F:1][C:2]1[CH:32]=[CH:31][C:5]([C:6]([NH:8][C:9]2[C:10]3[CH2:21][N:20](C(OC(C)(C)C)=O)[C:19]([CH3:30])([CH3:29])[C:11]=3[N:12]([C:14]([O:16][CH2:17][CH3:18])=[O:15])[N:13]=2)=[O:7])=[CH:4][CH:3]=1.[ClH:33]. The catalyst is O1CCOCC1. The product is [ClH:33].[F:1][C:2]1[CH:3]=[CH:4][C:5]([C:6]([NH:8][C:9]2[C:10]3[CH2:21][NH:20][C:19]([CH3:29])([CH3:30])[C:11]=3[N:12]([C:14]([O:16][CH2:17][CH3:18])=[O:15])[N:13]=2)=[O:7])=[CH:31][CH:32]=1. The yield is 0.980. (4) The reactants are [C:1]([O:5][C:6](=[O:18])[NH:7][C@H:8]([C@H:11]([O:14][CH2:15][O:16][CH3:17])[CH:12]=[CH2:13])[CH2:9][OH:10])([CH3:4])([CH3:3])[CH3:2].[CH2:19]=[CH:20][CH2:21][CH2:22][CH2:23][CH2:24][CH2:25][CH2:26][CH2:27][CH2:28][CH2:29][CH2:30][CH2:31]CC. The catalyst is C(Cl)Cl. The product is [C:1]([O:5][C:6](=[O:18])[NH:7][C@H:8]([C@H:11]([O:14][CH2:15][O:16][CH3:17])/[CH:12]=[CH:13]/[CH2:31][CH2:30][CH2:29][CH2:28][CH2:27][CH2:26][CH2:25][CH2:24][CH2:23][CH2:22][CH2:21][CH2:20][CH3:19])[CH2:9][OH:10])([CH3:4])([CH3:2])[CH3:3]. The yield is 0.720. (5) The yield is 0.501. The product is [Br:1][C:2]1[CH:7]=[CH:6][C:5]([CH2:8][CH2:9][C:10]([CH3:18])([S:14]([CH3:17])(=[O:16])=[O:15])[C:11]([NH:27][O:26][CH:21]2[CH2:22][CH2:23][CH2:24][CH2:25][O:20]2)=[O:13])=[C:4]([CH3:19])[CH:3]=1. The catalyst is ClCCl.O. The reactants are [Br:1][C:2]1[CH:7]=[CH:6][C:5]([CH2:8][CH2:9][C:10]([CH3:18])([S:14]([CH3:17])(=[O:16])=[O:15])[C:11]([OH:13])=O)=[C:4]([CH3:19])[CH:3]=1.[O:20]1[CH2:25][CH2:24][CH2:23][CH2:22][CH:21]1[O:26][NH2:27].O.ON1C2C=CC=CC=2N=N1.C(N(CC)CC)C.Cl.CN(C)CCCN=C=NCC. (6) The reactants are C(OC([NH:8][C:9]1([C:13]2[CH:18]=[CH:17][C:16]([C:19]3[N:23]4[C:24]5[CH:36]=[CH:35][CH:34]=[N:33][C:25]=5[NH:26][C:27]5[CH:32]=[CH:31][CH:30]=[CH:29][C:28]=5[C:22]4=[N:21][C:20]=3[C:37]3[CH:46]=[CH:45][C:40]([C:41]([O:43][CH3:44])=[O:42])=[CH:39][CH:38]=3)=[CH:15][CH:14]=2)[CH2:12][CH2:11][CH2:10]1)=O)(C)(C)C.[ClH:47].O1CCOCC1. The catalyst is CO. The product is [ClH:47].[ClH:47].[ClH:47].[NH2:8][C:9]1([C:13]2[CH:18]=[CH:17][C:16]([C:19]3[N:23]4[C:24]5[CH:36]=[CH:35][CH:34]=[N:33][C:25]=5[NH:26][C:27]5[CH:32]=[CH:31][CH:30]=[CH:29][C:28]=5[C:22]4=[N:21][C:20]=3[C:37]3[CH:38]=[CH:39][C:40]([C:41]([O:43][CH3:44])=[O:42])=[CH:45][CH:46]=3)=[CH:15][CH:14]=2)[CH2:12][CH2:11][CH2:10]1. The yield is 0.970. (7) The catalyst is O.CCOC(C)=O. The product is [C:5]([O:11][CH2:12][N:1]=[N+:2]=[N-:3])(=[O:10])[C:6]([CH3:9])([CH3:8])[CH3:7]. The yield is 0.640. The reactants are [N-:1]=[N+:2]=[N-:3].[Na+].[C:5]([O:11][CH2:12]Cl)(=[O:10])[C:6]([CH3:9])([CH3:8])[CH3:7].